From a dataset of Forward reaction prediction with 1.9M reactions from USPTO patents (1976-2016). Predict the product of the given reaction. (1) Given the reactants [CH2:1]=O.[CH3:3][NH:4][CH3:5].[CH2:6]([N:8]([C:18]1[N:19]=[C:20]([CH3:32])[C:21]2[CH:26]=[CH:25][N:24]([CH:27]([CH2:30][CH3:31])[CH2:28][CH3:29])[C:22]=2[N:23]=1)[C:9]1[C:14]([CH3:15])=[CH:13][C:12]([CH3:16])=[CH:11][C:10]=1[CH3:17])[CH3:7], predict the reaction product. The product is: [CH3:3][N:4]([CH2:1][C:26]1[C:21]2[C:20]([CH3:32])=[N:19][C:18]([N:8]([CH2:6][CH3:7])[C:9]3[C:10]([CH3:17])=[CH:11][C:12]([CH3:16])=[CH:13][C:14]=3[CH3:15])=[N:23][C:22]=2[N:24]([CH:27]([CH2:30][CH3:31])[CH2:28][CH3:29])[CH:25]=1)[CH3:5]. (2) Given the reactants O.C1(C)C=CC(S(O)(=O)=O)=CC=1.[CH3:13][C:14]1([O:21]C2CCCCO2)[CH2:19][CH2:18][C:17](=[CH2:20])[CH2:16][CH2:15]1, predict the reaction product. The product is: [CH3:13][C:14]1([OH:21])[CH2:19][CH2:18][C:17](=[CH2:20])[CH2:16][CH2:15]1. (3) The product is: [C:1]([NH:5][O:6][C:36]1[CH:37]=[CH:38][C:39]([C:41]([F:42])([F:44])[F:43])=[CH:40][C:35]=1[C:34](/[N:33]=[C:31]1\[S:32][C:28]([C:24]([CH3:27])([CH3:25])[CH3:26])=[N:29][N:30]\1[CH2:47][C@H:48]1[CH2:52][CH2:51][CH2:50][O:49]1)=[O:46])([CH3:4])([CH3:3])[CH3:2]. Given the reactants [C:1]([NH:5][OH:6])([CH3:4])([CH3:3])[CH3:2].C(O)(=O)C.C(NO)(C)(C)C.C(=O)(O)[O-].[Na+].[H-].[Na+].[C:24]([C:28]1[S:32]/[C:31](=[N:33]\[C:34](=[O:46])[C:35]2[CH:40]=[C:39]([C:41]([F:44])([F:43])[F:42])[CH:38]=[CH:37][C:36]=2F)/[N:30]([CH2:47][C@H:48]2[CH2:52][CH2:51][CH2:50][O:49]2)[N:29]=1)([CH3:27])([CH3:26])[CH3:25], predict the reaction product. (4) The product is: [CH2:73]([O:75][C:76]1[CH:77]=[C:78]([CH:81]=[C:82]([O:85][CH2:86][CH3:87])[C:83]=1[F:84])[CH2:79][N:8]1[CH2:13][CH2:12][CH:11]([NH:14][C:15]2[O:16][C:17]3[CH:23]=[CH:22][C:21]([O:24][CH2:25][CH:26]([OH:29])[CH2:27][OH:28])=[CH:20][C:18]=3[N:19]=2)[CH2:10][CH2:9]1)[CH3:74]. Given the reactants FC(F)(F)C(O)=O.[NH:8]1[CH2:13][CH2:12][CH:11]([NH:14][C:15]2[O:16][C:17]3[CH:23]=[CH:22][C:21]([O:24][CH2:25][CH:26]([OH:29])[CH2:27][OH:28])=[CH:20][C:18]=3[N:19]=2)[CH2:10][CH2:9]1.C(OC(N1CCC(NC2OC3C=CC(O)=CC=3N=2)CC1)=O)(C)(C)C.C1(C)C=CC(S(OCC2COC(C)(C)O2)(=O)=O)=CC=1.[CH2:73]([O:75][C:76]1[CH:77]=[C:78]([CH:81]=[C:82]([O:85][CH2:86][CH3:87])[C:83]=1[F:84])[CH:79]=O)[CH3:74].C([BH3-])#N.[Na+].C(N(C(C)C)C(C)C)C, predict the reaction product. (5) Given the reactants [Cl:1][C:2]1[CH:3]=[C:4]([CH:14]=[CH:15][C:16]=1[Cl:17])[CH2:5][N:6]1[CH2:11][CH2:10][O:9][CH:8]([CH2:12][NH2:13])[CH2:7]1.[Cl:18][C:19]1[CH:24]=[C:23]([Cl:25])[CH:22]=[CH:21][C:20]=1[CH2:26][C:27](O)=[O:28], predict the reaction product. The product is: [Cl:1][C:2]1[CH:3]=[C:4]([CH:14]=[CH:15][C:16]=1[Cl:17])[CH2:5][N:6]1[CH2:11][CH2:10][O:9][CH:8]([CH2:12][NH:13][C:27](=[O:28])[CH2:26][C:20]2[CH:21]=[CH:22][C:23]([Cl:25])=[CH:24][C:19]=2[Cl:18])[CH2:7]1. (6) Given the reactants [CH3:1][C:2]1[C:6]([C:7]2[CH:8]=[C:9]3[N:18]([CH3:19])[CH:17]=[CH:16][C:10]3=[N:11][C:12]=2[C@@H:13]([NH2:15])[CH3:14])=[C:5]([CH3:20])[O:4][N:3]=1.[NH2:21][C:22]1[N:27]=[C:26](Cl)[C:25]([C:29]#[N:30])=[C:24]([CH3:31])[N:23]=1.C(N(C(C)C)C(C)C)C, predict the reaction product. The product is: [NH2:21][C:22]1[N:27]=[C:26]([NH:15][C@H:13]([C:12]2[N:11]=[C:10]3[CH:16]=[CH:17][N:18]([CH3:19])[C:9]3=[CH:8][C:7]=2[C:6]2[C:2]([CH3:1])=[N:3][O:4][C:5]=2[CH3:20])[CH3:14])[C:25]([C:29]#[N:30])=[C:24]([CH3:31])[N:23]=1.